Dataset: Reaction yield outcomes from USPTO patents with 853,638 reactions. Task: Predict the reaction yield, written as a fraction of the theoretical maximum amount of product (1.0 means a 100% yield; for example, 0.34 means a 34% yield). (1) The reactants are [H-].[Na+].C(OP([CH2:11][C:12]([O:14][CH2:15][CH3:16])=[O:13])(OCC)=O)C.[CH2:17]([O:24][C:25]1[CH:32]=[CH:31][C:28]([CH:29]=O)=[C:27]([O:33][CH2:34][O:35][CH3:36])[CH:26]=1)[C:18]1[CH:23]=[CH:22][CH:21]=[CH:20][CH:19]=1.O. The yield is 0.990. The product is [CH2:17]([O:24][C:25]1[CH:32]=[CH:31][C:28]([CH:29]=[CH:11][C:12]([O:14][CH2:15][CH3:16])=[O:13])=[C:27]([O:33][CH2:34][O:35][CH3:36])[CH:26]=1)[C:18]1[CH:19]=[CH:20][CH:21]=[CH:22][CH:23]=1. The catalyst is O1CCCC1. (2) The reactants are COC1C=CC(C[N:8]2[CH:12]=[C:11]([C:13]3[N:17]=[C:16]([NH:18][C:19]4[CH:24]=[CH:23][CH:22]=[CH:21][N:20]=4)[S:15][N:14]=3)[C:10]([CH3:25])=[N:9]2)=CC=1.COC1C=CC(CN2C(C)=C(C(=N)N)C=N2)=CC=1. No catalyst specified. The product is [CH3:25][C:10]1[C:11]([C:13]2[N:17]=[C:16]([NH:18][C:19]3[CH:24]=[CH:23][CH:22]=[CH:21][N:20]=3)[S:15][N:14]=2)=[CH:12][NH:8][N:9]=1. The yield is 0.370.